From a dataset of Cav3 T-type calcium channel HTS with 100,875 compounds. Binary Classification. Given a drug SMILES string, predict its activity (active/inactive) in a high-throughput screening assay against a specified biological target. (1) The molecule is S(c1nc2n([nH]cc2c(=O)n1)c1ccc(cc1)C)CCC. The result is 0 (inactive). (2) The molecule is s1c2c(CCC2)c2c1nc(SCC(=O)Nc1c(n(nc1C)Cc1ccccc1)C)n(c2=O)C. The result is 0 (inactive). (3) The molecule is Clc1cc(Cn2ncc(NC(=O)C34CC5CC(C3)CC(C4)C5)c2)ccc1Cl. The result is 0 (inactive). (4) The compound is O(CCNC(=O)C(=O)NCC(C)C)C=C. The result is 0 (inactive). (5) The result is 0 (inactive). The drug is Fc1cc(NC(=O)C2C3OC(C2C(O)=O)CC3)ccc1. (6) The drug is O1C2(OCC1Cn1[nH]c(=O)c3c(c1=O)cccc3)CCCCC2. The result is 0 (inactive).